From a dataset of Catalyst prediction with 721,799 reactions and 888 catalyst types from USPTO. Predict which catalyst facilitates the given reaction. Reactant: C(Cl)(=O)C(Cl)=O.CS(C)=O.[Cl:11][C:12]1[C:13]([NH:18][CH2:19][C@H:20]([C@H:22]2[C@H:29]3[C@H:25]([O:26][C:27]([CH3:31])([CH3:30])[O:28]3)[CH2:24][CH2:23]2)[OH:21])=[N:14][CH:15]=[CH:16][N:17]=1.C(N(CC)CC)C. Product: [Cl:11][C:12]1[C:13]([NH:18][CH2:19][C:20]([C@H:22]2[C@H:29]3[C@H:25]([O:26][C:27]([CH3:31])([CH3:30])[O:28]3)[CH2:24][CH2:23]2)=[O:21])=[N:14][CH:15]=[CH:16][N:17]=1. The catalyst class is: 2.